Dataset: Forward reaction prediction with 1.9M reactions from USPTO patents (1976-2016). Task: Predict the product of the given reaction. (1) Given the reactants [NH:1]1[CH:5]=[N:4][CH:3]=[N:2]1.C(=O)([O-])[O-].[K+].[K+].[C:12]([O:16][C:17]([N:19]1[CH2:24][CH2:23][N:22]2[N:25]=[C:26]([C:28]([F:31])([F:30])[F:29])[N:27]=[C:21]2[CH:20]1[CH2:32]OS(C)(=O)=O)=[O:18])([CH3:15])([CH3:14])[CH3:13], predict the reaction product. The product is: [C:12]([O:16][C:17]([N:19]1[CH2:24][CH2:23][N:22]2[N:25]=[C:26]([C:28]([F:31])([F:30])[F:29])[N:27]=[C:21]2[CH:20]1[CH2:32][N:4]1[CH:3]=[N:2][N:1]=[CH:5]1)=[O:18])([CH3:15])([CH3:14])[CH3:13]. (2) Given the reactants [CH2:1]([O:8][C@@H:9]1[C@@H:17]([CH:18]([OH:23])[C:19]([F:22])([F:21])[F:20])[O:16][C@H:15]2[C@H:11]([N:12]=[C:13]([N:24](CC=C)[C:25](=[O:31])[O:26][C:27]([CH3:30])([CH3:29])[CH3:28])[S:14]2)[C@H:10]1[O:35][CH2:36][C:37]1[CH:42]=[CH:41][CH:40]=[CH:39][CH:38]=1)[C:2]1[CH:7]=[CH:6][CH:5]=[CH:4][CH:3]=1.C(N(CC)CC)C.C(O)=O.C([O-])(O)=O.[Na+], predict the reaction product. The product is: [CH2:1]([O:8][C@@H:9]1[C@@H:17]([CH:18]([OH:23])[C:19]([F:20])([F:22])[F:21])[O:16][C@H:15]2[C@H:11]([N:12]=[C:13]([NH:24][C:25](=[O:31])[O:26][C:27]([CH3:30])([CH3:29])[CH3:28])[S:14]2)[C@H:10]1[O:35][CH2:36][C:37]1[CH:38]=[CH:39][CH:40]=[CH:41][CH:42]=1)[C:2]1[CH:3]=[CH:4][CH:5]=[CH:6][CH:7]=1. (3) Given the reactants [Cl:1][C:2]1[CH:3]=[CH:4][C:5]([CH3:11])=[C:6](B(O)O)[CH:7]=1.[Cl:12][C:13]1[CH:18]=[C:17](Cl)[N:16]=[CH:15][N:14]=1, predict the reaction product. The product is: [Cl:12][C:13]1[CH:18]=[C:17]([C:6]2[CH:7]=[C:2]([Cl:1])[CH:3]=[CH:4][C:5]=2[CH3:11])[N:16]=[CH:15][N:14]=1. (4) Given the reactants ClCCl.[CH2:4]([NH:11][C:12](=[O:37])[C@H:13]([OH:36])[CH:14]([NH:17][C:18](=[O:35])[CH2:19][CH2:20][S:21]([CH2:24][C:25]1[CH:30]=[CH:29][CH:28]=[CH:27][C:26]=1[O:31][CH:32]([F:34])[F:33])(=[O:23])=[O:22])[CH2:15][CH3:16])[C:5]1[CH:10]=[CH:9][CH:8]=[CH:7][CH:6]=1.CC(OI1(OC(C)=O)(OC(C)=O)OC(=O)C2C=CC=CC1=2)=O.[O-]S([O-])(=S)=O.[Na+].[Na+], predict the reaction product. The product is: [CH2:4]([NH:11][C:12](=[O:37])[C:13](=[O:36])[C@@H:14]([NH:17][C:18](=[O:35])[CH2:19][CH2:20][S:21]([CH2:24][C:25]1[CH:30]=[CH:29][CH:28]=[CH:27][C:26]=1[O:31][CH:32]([F:34])[F:33])(=[O:23])=[O:22])[CH2:15][CH3:16])[C:5]1[CH:6]=[CH:7][CH:8]=[CH:9][CH:10]=1.